Task: Predict the product of the given reaction.. Dataset: Forward reaction prediction with 1.9M reactions from USPTO patents (1976-2016) (1) Given the reactants [N:1]1[CH:6]=[CH:5][CH:4]=[CH:3][C:2]=1[C:7]1[CH:19]=[CH:18][C:17]2[C:16]3[C:11](=[CH:12][CH:13]=[CH:14][CH:15]=3)[NH:10][C:9]=2[CH:8]=1.I[C:21]1[CH:26]=[CH:25][C:24]([C:27]2[CH:32]=[CH:31][CH:30]=[CH:29][C:28]=2[N+:33]([O-:35])=[O:34])=[CH:23][CH:22]=1.[C@@H]1(N)CCCC[C@H]1N.[O-]P([O-])([O-])=O.[K+].[K+].[K+], predict the reaction product. The product is: [N+:33]([C:28]1[CH:29]=[CH:30][CH:31]=[CH:32][C:27]=1[C:24]1[CH:23]=[CH:22][C:21]([N:10]2[C:9]3[CH:8]=[C:7]([C:2]4[CH:3]=[CH:4][CH:5]=[CH:6][N:1]=4)[CH:19]=[CH:18][C:17]=3[C:16]3[C:11]2=[CH:12][CH:13]=[CH:14][CH:15]=3)=[CH:26][CH:25]=1)([O-:35])=[O:34]. (2) Given the reactants [Cl:1][C:2]1[C:20]([Cl:21])=[CH:19][C:5]2[N:6]([C:9]3[S:13][C:12]([C:14]([O:16][CH3:17])=[O:15])=[C:11]([OH:18])[CH:10]=3)[CH:7]=[N:8][C:4]=2[CH:3]=1.C(=O)([O-])[O-].[K+].[K+].[CH3:28][C:29]1[CH:36]=[CH:35][CH:34]=[CH:33][C:30]=1[CH2:31]Br.C(OCC)(=O)C, predict the reaction product. The product is: [Cl:1][C:2]1[C:20]([Cl:21])=[CH:19][C:5]2[N:6]([C:9]3[S:13][C:12]([C:14]([O:16][CH3:17])=[O:15])=[C:11]([O:18][CH2:28][C:29]4[CH:36]=[CH:35][CH:34]=[CH:33][C:30]=4[CH3:31])[CH:10]=3)[CH:7]=[N:8][C:4]=2[CH:3]=1. (3) Given the reactants Br[C:2]1[C:18]([O:19][CH2:20][C@@H:21]([NH:26]C(=O)OC(C)(C)C)[CH2:22][CH:23]([CH3:25])[CH3:24])=[CH:17][C:5]2[N:6]([CH3:16])[C:7](=[O:15])[C:8]3[C:13]([C:4]=2[CH:3]=1)=[CH:12][C:11]([CH3:14])=[N:10][CH:9]=3.Cl.O1CCOCC1, predict the reaction product. The product is: [NH2:26][C@@H:21]([CH2:22][CH:23]([CH3:25])[CH3:24])[CH2:20][O:19][C:18]1[CH:2]=[CH:3][C:4]2[C:13]3[C:8](=[CH:9][N:10]=[C:11]([CH3:14])[CH:12]=3)[C:7](=[O:15])[N:6]([CH3:16])[C:5]=2[CH:17]=1. (4) Given the reactants [CH3:1]/[C:2](=[CH:8]\[C:9]1[CH:10]=[N:11][CH:12]=[CH:13][CH:14]=1)/[C:3]([O:5]CC)=[O:4].C(C1NC(/C=C/C(O)=O)=C(C)N=1)C.[OH-].[Li+], predict the reaction product. The product is: [CH3:1]/[C:2](=[CH:8]\[C:9]1[CH:10]=[N:11][CH:12]=[CH:13][CH:14]=1)/[C:3]([OH:5])=[O:4]. (5) Given the reactants [NH:1]([C:5]1[CH:11]=[CH:10][C:8]([OH:9])=[CH:7][CH:6]=1)[C:2]([CH3:4])=[O:3].C([O-])([O-])=O.[K+].[K+].[CH3:18][CH2:19][O:20][C:21]([CH2:23]Br)=[O:22], predict the reaction product. The product is: [CH2:19]([O:20][C:21](=[O:22])[CH2:23][O:9][C:8]1[CH:10]=[CH:11][C:5]([NH:1][C:2](=[O:3])[CH3:4])=[CH:6][CH:7]=1)[CH3:18]. (6) Given the reactants [Cl:1][C:2]([Cl:33])([Cl:32])[CH2:3][O:4][C:5]([C@@H:7]1[CH2:12][CH2:11][CH2:10][N:9]([C:13](=[O:31])[C@@H:14]([NH:16][C:17](=[O:30])[C@@H:18]([NH:22][C:23](OC(C)(C)C)=[O:24])[CH:19]([CH3:21])[CH3:20])[CH3:15])[NH:8]1)=[O:6].FC(F)(F)S(O[Si](C)(C)C)(=O)=O.[C:46]([C:48](C)([CH:52]=[CH2:53])[C:49](O)=O)#[N:47].ON1C2C=CC=CC=2N=N1.Cl.CN(C)CCCN=C=NCC, predict the reaction product. The product is: [Cl:1][C:2]([Cl:32])([Cl:33])[CH2:3][O:4][C:5]([C@@H:7]1[CH2:12][CH2:11][CH2:10][N:9]([C:13](=[O:31])[C@@H:14]([NH:16][C:17](=[O:30])[C@@H:18]([NH:22][C:23](=[O:24])[C:48]([C:46]#[N:47])([CH3:49])[CH:52]=[CH2:53])[CH:19]([CH3:20])[CH3:21])[CH3:15])[NH:8]1)=[O:6].